From a dataset of Full USPTO retrosynthesis dataset with 1.9M reactions from patents (1976-2016). Predict the reactants needed to synthesize the given product. (1) Given the product [CH2:1]([O:5][C:6]1[CH:36]=[CH:35][CH:34]=[CH:33][C:7]=1[C:8]([NH:10][C:11]1[CH:16]=[CH:15][CH:14]=[CH:13][C:12]=1[C:17](=[O:32])[NH:18][C:19]1[CH:24]=[CH:23][CH:22]=[C:21]([S:25]([C:28]([F:29])([F:30])[F:31])(=[O:27])=[O:26])[CH:20]=1)=[O:9])[CH2:2][CH2:3][CH3:4], predict the reactants needed to synthesize it. The reactants are: [CH2:1]([O:5][C:6]1[CH:36]=[CH:35][CH:34]=[CH:33][C:7]=1[C:8]([NH:10][C:11]1[CH:16]=[CH:15][CH:14]=[CH:13][C:12]=1[C:17](=[O:32])[NH:18][C:19]1[CH:24]=[CH:23][CH:22]=[C:21]([S:25]([C:28]([F:31])([F:30])[F:29])(=[O:27])=[O:26])[CH:20]=1)=[O:9])[CH2:2][CH:3]=[CH2:4].C1COCC1.[BH4-].[Na+]. (2) Given the product [CH3:16][NH:14][C:12]([C:11]1[C:5]2[O:4][CH:3]=[C:2]([Br:1])[O:7][C:6]=2[CH:8]=[CH:9][CH:10]=1)=[O:13], predict the reactants needed to synthesize it. The reactants are: [Br:1][C:2]1[O:7][C:6]2[CH:8]=[CH:9][CH:10]=[C:11]([C:12]([NH2:14])=[O:13])[C:5]=2[O:4][CH:3]=1.N.[CH3:16]N. (3) Given the product [C:1]([NH:4][CH2:5][CH2:6][N:7]1[CH2:16][CH:15]2[CH:10]([CH2:11][CH2:12][CH2:13][CH2:14]2)[N:9]2[C:17](=[O:46])[C:18]3[N:19]([CH:21]=[C:22]([C:34]([NH:36][CH2:37][C:38]4[CH:43]=[CH:42][C:41]([F:44])=[CH:40][C:39]=4[F:45])=[O:35])[C:23](=[O:33])[C:24]=3[OH:25])[CH2:20][CH:8]12)(=[O:3])[CH3:2], predict the reactants needed to synthesize it. The reactants are: [C:1]([NH:4][CH2:5][CH2:6][N:7]1[CH2:16][CH:15]2[CH:10]([CH2:11][CH2:12][CH2:13][CH2:14]2)[N:9]2[C:17](=[O:46])[C:18]3[N:19]([CH:21]=[C:22]([C:34]([NH:36][CH2:37][C:38]4[CH:43]=[CH:42][C:41]([F:44])=[CH:40][C:39]=4[F:45])=[O:35])[C:23](=[O:33])[C:24]=3[O:25]CC3C=CC=CC=3)[CH2:20][CH:8]12)(=[O:3])[CH3:2]. (4) Given the product [Cl:1][C:2]1[CH:3]=[C:4]([S:8]([NH:11][C:12]2[CH:17]=[C:16]([CH3:18])[N:15]=[C:14]3[S:19][C:20]([CH2:30][CH2:31][CH2:32][N:33]4[CH2:34][CH2:35][O:36][CH2:37][CH2:38]4)=[C:21]([C:22]4[CH:27]=[CH:26][CH:25]=[C:24]([O:28][CH3:29])[CH:23]=4)[C:13]=23)(=[O:9])=[O:10])[CH:5]=[CH:6][CH:7]=1, predict the reactants needed to synthesize it. The reactants are: [Cl:1][C:2]1[CH:3]=[C:4]([S:8]([NH:11][C:12]2[CH:17]=[C:16]([CH3:18])[N:15]=[C:14]3[S:19][C:20]([C:30]#[C:31][CH2:32][N:33]4[CH2:38][CH2:37][O:36][CH2:35][CH2:34]4)=[C:21]([C:22]4[CH:27]=[CH:26][CH:25]=[C:24]([O:28][CH3:29])[CH:23]=4)[C:13]=23)(=[O:10])=[O:9])[CH:5]=[CH:6][CH:7]=1. (5) Given the product [N:20]1([C:26]([C:28]2[CH:29]=[CH:30][C:31]([O:4][C:1](=[O:3])[N:10]([CH3:11])[C@H:9]3[CH2:8][NH:7][C:6]3=[O:5])=[CH:32][CH:33]=2)=[O:27])[CH2:25][CH2:24][O:23][CH2:22][CH2:21]1, predict the reactants needed to synthesize it. The reactants are: [C:1]([O-:4])(=[O:3])C.[O:5]=[C:6]1[C@@H:9]([NH3+:10])[CH2:8][NH:7]1.[CH3:11]CN(C(C)C)C(C)C.[N:20]1([C:26]([C:28]2[CH:33]=[CH:32][C:31](C3C=CN(C([O-])=O)C(=O)C=3C)=[CH:30][CH:29]=2)=[O:27])[CH2:25][CH2:24][O:23][CH2:22][CH2:21]1. (6) Given the product [Cl:20][C:21]1[CH:22]=[C:23]([C:27]2[C:28]([C:33]([N:2]3[C@H:3]([CH2:7][NH:8][C:9]([C:11]4[N:18]5[C:14]([S:15][CH:16]=[CH:17]5)=[N:13][C:12]=4[CH3:19])=[O:10])[CH2:4][C@H:5]4[C@@H:1]3[CH2:6]4)=[O:34])=[CH:29][CH:30]=[CH:31][CH:32]=2)[CH:24]=[CH:25][CH:26]=1, predict the reactants needed to synthesize it. The reactants are: [C@H:1]12[CH2:6][C@H:5]1[CH2:4][C@@H:3]([CH2:7][NH:8][C:9]([C:11]1[N:18]3[C:14]([S:15][CH:16]=[CH:17]3)=[N:13][C:12]=1[CH3:19])=[O:10])[NH:2]2.[Cl:20][C:21]1[CH:22]=[C:23]([C:27]2[C:28]([C:33](O)=[O:34])=[CH:29][CH:30]=[CH:31][CH:32]=2)[CH:24]=[CH:25][CH:26]=1. (7) The reactants are: [F:1][C:2]1[CH:11]=[C:10]2[C:5]([N:6]=[C:7]([CH3:17])[C:8]([C:12](=O)[CH2:13][C:14]#[N:15])=[N:9]2)=[CH:4][CH:3]=1.O.[NH2:19][NH2:20]. Given the product [F:1][C:2]1[CH:11]=[C:10]2[C:5]([N:6]=[C:7]([CH3:17])[C:8]([C:12]3[CH:13]=[C:14]([NH2:15])[NH:20][N:19]=3)=[N:9]2)=[CH:4][CH:3]=1, predict the reactants needed to synthesize it. (8) Given the product [Cl:1][C:2]1[C:3]2[S:10][CH:9]=[C:8]([C:11]([OH:13])=[O:12])[C:4]=2[N:5]=[CH:6][N:7]=1, predict the reactants needed to synthesize it. The reactants are: [Cl:1][C:2]1[C:3]2[S:10][CH:9]=[C:8]([C:11]([O:13]C)=[O:12])[C:4]=2[N:5]=[CH:6][N:7]=1.O.[OH-].[Li+]. (9) Given the product [OH:10][CH:7]([C:1]1[CH:6]=[CH:5][CH:4]=[CH:3][CH:2]=1)[CH2:8][O:9][C:4]1[CH:5]=[CH:6][C:1]([CH2:7][CH2:8][N:11]2[CH2:16][CH2:15][CH:14]([C:17]([NH2:19])=[O:18])[CH2:13][CH2:12]2)=[CH:2][CH:3]=1, predict the reactants needed to synthesize it. The reactants are: [C:1]1([CH:7]([OH:10])[CH2:8][OH:9])[CH:6]=[CH:5][CH:4]=[CH:3][CH:2]=1.[NH:11]1[CH2:16][CH2:15][CH:14]([C:17]([NH2:19])=[O:18])[CH2:13][CH2:12]1.